Dataset: Catalyst prediction with 721,799 reactions and 888 catalyst types from USPTO. Task: Predict which catalyst facilitates the given reaction. (1) Reactant: [Br:1][C:2]1[N:7]=[CH:6][C:5]([CH2:8][NH:9][CH2:10][CH2:11][CH2:12][OH:13])=[CH:4][CH:3]=1.C1N=CN([C:19](N2C=NC=C2)=[O:20])C=1. Product: [Br:1][C:2]1[N:7]=[CH:6][C:5]([CH2:8][N:9]2[CH2:10][CH2:11][CH2:12][O:13][C:19]2=[O:20])=[CH:4][CH:3]=1. The catalyst class is: 2. (2) Reactant: CC1C=CC(S(O[CH2:12][CH:13]2[CH2:22][CH2:21][C:20]3[C:15](=[CH:16][C:17]([S:23]([CH3:26])(=[O:25])=[O:24])=[CH:18][CH:19]=3)[O:14]2)(=O)=O)=CC=1.[CH3:27][NH:28][CH3:29].CC(C)(C)CNC[C@@H]1OC2C=C(S(C)(=O)=O)C=CC=2OC1. Product: [CH3:27][N:28]([CH3:29])[CH2:12][CH:13]1[CH2:22][CH2:21][C:20]2[C:15](=[CH:16][C:17]([S:23]([CH3:26])(=[O:25])=[O:24])=[CH:18][CH:19]=2)[O:14]1. The catalyst class is: 10. (3) Reactant: [F:1][C:2]1[CH:7]=[CH:6][C:5]([C:8]2[N:9]=[C:10]([CH:13]=[CH:14][CH:15]=[O:16])[S:11][CH:12]=2)=[CH:4][CH:3]=1.[BH4-].[Na+].O. Product: [F:1][C:2]1[CH:3]=[CH:4][C:5]([C:8]2[N:9]=[C:10]([CH:13]=[CH:14][CH2:15][OH:16])[S:11][CH:12]=2)=[CH:6][CH:7]=1. The catalyst class is: 8. (4) Reactant: [CH3:1][C:2]1[C:3]([C@H:8]2[CH2:13][CH2:12][CH2:11][C@@H:10]([C:14]3[C:19]([CH3:20])=[CH:18][CH:17]=[CH:16][N:15]=3)[N:9]2[CH2:21][C:22]2[CH:29]=[CH:28][C:25]([C:26]#[N:27])=[C:24]([O:30][N:31]=C(C)C)[CH:23]=2)=[N:4][CH:5]=[CH:6][CH:7]=1.Cl. Product: [CH3:1][C:2]1[C:3]([C@@H:8]2[CH2:13][CH2:12][CH2:11][C@H:10]([C:14]3[C:19]([CH3:20])=[CH:18][CH:17]=[CH:16][N:15]=3)[N:9]2[CH2:21][C:22]2[CH:29]=[CH:28][C:25]3[C:26]([NH2:27])=[N:31][O:30][C:24]=3[CH:23]=2)=[N:4][CH:5]=[CH:6][CH:7]=1. The catalyst class is: 14.